This data is from Peptide-MHC class I binding affinity with 185,985 pairs from IEDB/IMGT. The task is: Regression. Given a peptide amino acid sequence and an MHC pseudo amino acid sequence, predict their binding affinity value. This is MHC class I binding data. (1) The peptide sequence is GPASLPTAL. The MHC is HLA-B35:01 with pseudo-sequence HLA-B35:01. The binding affinity (normalized) is 0.404. (2) The peptide sequence is FSDGTWRDEY. The MHC is HLA-A02:03 with pseudo-sequence HLA-A02:03. The binding affinity (normalized) is 0. (3) The peptide sequence is KTLQNDSKH. The MHC is HLA-A33:01 with pseudo-sequence HLA-A33:01. The binding affinity (normalized) is 0.137.